This data is from Forward reaction prediction with 1.9M reactions from USPTO patents (1976-2016). The task is: Predict the product of the given reaction. (1) Given the reactants [F:1][C:2]1[CH:3]=[C:4]([C:9]2[C:10]3[N:11]([N:19]=[C:20]([NH2:22])[N:21]=3)[CH:12]=[C:13]([C:15]([F:18])([F:17])[F:16])[CH:14]=2)[CH:5]=[CH:6][C:7]=1[F:8].Br[C:24]1[CH:29]=[CH:28][C:27]([N:30]2[CH:34]=[C:33]([CH3:35])[N:32]=[CH:31]2)=[C:26]([O:36][CH3:37])[CH:25]=1.C(Cl)Cl, predict the reaction product. The product is: [F:1][C:2]1[CH:3]=[C:4]([C:9]2[C:10]3[N:11]([N:19]=[C:20]([NH:22][C:24]4[CH:29]=[CH:28][C:27]([N:30]5[CH:34]=[C:33]([CH3:35])[N:32]=[CH:31]5)=[C:26]([O:36][CH3:37])[CH:25]=4)[N:21]=3)[CH:12]=[C:13]([C:15]([F:16])([F:18])[F:17])[CH:14]=2)[CH:5]=[CH:6][C:7]=1[F:8]. (2) Given the reactants Cl[C:2]1[N:11]=[C:10]2[C:5]([C:6]([CH3:13])([CH3:12])[CH2:7][CH2:8][NH:9]2)=[CH:4][CH:3]=1.[F:14][C:15]([F:26])([F:25])[C:16]1[CH:17]=[C:18](B(O)O)[CH:19]=[CH:20][CH:21]=1.C(=O)([O-])[O-].[Cs+].[Cs+], predict the reaction product. The product is: [CH3:12][C:6]1([CH3:13])[C:5]2[C:10](=[N:11][C:2]([C:20]3[CH:19]=[CH:18][CH:17]=[C:16]([C:15]([F:26])([F:25])[F:14])[CH:21]=3)=[CH:3][CH:4]=2)[NH:9][CH2:8][CH2:7]1. (3) Given the reactants Br[N:2]1[C:10]2[C:5](=[CH:6][CH:7]=[CH:8][CH:9]=2)[CH:4]=[C:3]1[CH:11]1[CH2:16][CH2:15][CH2:14][CH2:13][CH2:12]1.[CH3:17][O:18][C:19]1[N:24]=[CH:23][C:22](B(O)O)=[C:21]([CH3:28])[CH:20]=1.C(=O)([O-])[O-].[K+].[K+].O, predict the reaction product. The product is: [CH:11]1([C:3]2[NH:2][C:10]3[C:5]([CH:4]=2)=[CH:6][C:7]([C:22]2[CH:23]=[N:24][C:19]([O:18][CH3:17])=[CH:20][C:21]=2[CH3:28])=[CH:8][CH:9]=3)[CH2:16][CH2:15][CH2:14][CH2:13][CH2:12]1.